Dataset: Reaction yield outcomes from USPTO patents with 853,638 reactions. Task: Predict the reaction yield, written as a fraction of the theoretical maximum amount of product (1.0 means a 100% yield; for example, 0.34 means a 34% yield). (1) The reactants are [CH3:1][C:2]1[N:3]([C:7]2[CH:12]=[CH:11][C:10]([NH:13][C:14]3[N:15]=[C:16]([CH2:24][CH:25]4[CH2:30][CH2:29][O:28][CH2:27][CH2:26]4)[C:17]4[CH2:23][NH:22][CH2:21][CH2:20][C:18]=4[N:19]=3)=[CH:9][CH:8]=2)[CH:4]=[CH:5][N:6]=1.[C:31](OC(=O)C)(=[O:33])[CH3:32]. No catalyst specified. The product is [CH3:1][C:2]1[N:3]([C:7]2[CH:8]=[CH:9][C:10]([NH:13][C:14]3[N:15]=[C:16]([CH2:24][CH:25]4[CH2:30][CH2:29][O:28][CH2:27][CH2:26]4)[C:17]4[CH2:23][N:22]([C:31](=[O:33])[CH3:32])[CH2:21][CH2:20][C:18]=4[N:19]=3)=[CH:11][CH:12]=2)[CH:4]=[CH:5][N:6]=1. The yield is 0.153. (2) The reactants are [Cl-].O[NH3+:3].[C:4](=[O:7])([O-])[OH:5].[Na+].CS(C)=O.[CH2:13]([C:20]1[C:25](=[O:26])[N:24]([CH2:27][C:28]2[CH:33]=[CH:32][C:31]([C:34]3[C:35]([C:40]#[N:41])=[CH:36][CH:37]=[CH:38][CH:39]=3)=[CH:30][CH:29]=2)[C:23]([CH2:42][CH2:43][CH3:44])=[N:22][C:21]=1[CH3:45])[C:14]1[CH:19]=[CH:18][CH:17]=[CH:16][CH:15]=1. The catalyst is O.C(OCC)(=O)C. The product is [CH2:13]([C:20]1[C:25](=[O:26])[N:24]([CH2:27][C:28]2[CH:33]=[CH:32][C:31]([C:34]3[CH:39]=[CH:38][CH:37]=[CH:36][C:35]=3[C:40]3[NH:3][C:4](=[O:7])[O:5][N:41]=3)=[CH:30][CH:29]=2)[C:23]([CH2:42][CH2:43][CH3:44])=[N:22][C:21]=1[CH3:45])[C:14]1[CH:15]=[CH:16][CH:17]=[CH:18][CH:19]=1. The yield is 0.560. (3) The reactants are C1(S([CH:10]2[CH:14]([C:15]3[CH:20]=[CH:19][CH:18]=[CH:17][N:16]=3)O[CH:12]=[N:11]2)(=O)=O)C=CC=CC=1.[NH3:21]. No catalyst specified. The product is [NH:11]1[CH:10]=[C:14]([C:15]2[CH:20]=[CH:19][CH:18]=[CH:17][N:16]=2)[N:21]=[CH:12]1. The yield is 0.790. (4) The reactants are [N:1]1[CH:6]=[CH:5][CH:4]=[CH:3][C:2]=1[C:7]1[C:11]([CH2:12][O:13][C:14]2[CH:22]=[CH:21][C:17]([C:18]([OH:20])=O)=[CH:16][N:15]=2)=[CH:10][O:9][N:8]=1.[NH2:23][CH:24]1[CH2:29][CH2:28][O:27][CH2:26][CH2:25]1. No catalyst specified. The product is [N:1]1[CH:6]=[CH:5][CH:4]=[CH:3][C:2]=1[C:7]1[C:11]([CH2:12][O:13][C:14]2[CH:22]=[CH:21][C:17]([C:18]([NH:23][CH:24]3[CH2:29][CH2:28][O:27][CH2:26][CH2:25]3)=[O:20])=[CH:16][N:15]=2)=[CH:10][O:9][N:8]=1. The yield is 0.990. (5) The reactants are C(OC(=O)C)(=O)C.[CH:8]([OH:10])=O.[NH2:11][C:12]1[CH:17]=[CH:16][C:15]([C:18]#[C:19][C:20]2[N:21]([CH2:33][CH3:34])[C:22]3[C:27]([C:28]=2[C:29]#[N:30])=[CH:26][CH:25]=[C:24]([O:31][CH3:32])[CH:23]=3)=[CH:14][CH:13]=1.C(OC=O)(=O)C. The catalyst is C1COCC1. The product is [C:29]([C:28]1[C:27]2[C:22](=[CH:23][C:24]([O:31][CH3:32])=[CH:25][CH:26]=2)[N:21]([CH2:33][CH3:34])[C:20]=1[C:19]#[C:18][C:15]1[CH:16]=[CH:17][C:12]([NH:11][CH:8]=[O:10])=[CH:13][CH:14]=1)#[N:30]. The yield is 0.960. (6) The reactants are FC(F)(F)C(OC1C(OC(=O)C(F)(F)F)=C(I)C=CC=1)=O.C([C:25]1[CH:30]=[C:29]([O:31][C:32]2[CH:37]=[CH:36][C:35]([NH:38][C:39]([NH:41][C:42](=[O:51])[CH2:43][C:44]3[CH:49]=[CH:48][C:47]([F:50])=[CH:46][CH:45]=3)=[O:40])=[CH:34][C:33]=2[F:52])[CH:28]=[CH:27][N:26]=1)(=O)N.O.[N:54]1C=CC=CC=1.[ClH:60]. The catalyst is CN(C=O)C. The yield is 0.630. The product is [ClH:60].[NH2:54][C:25]1[CH:30]=[C:29]([O:31][C:32]2[CH:37]=[CH:36][C:35]([NH:38][C:39]([NH:41][C:42](=[O:51])[CH2:43][C:44]3[CH:49]=[CH:48][C:47]([F:50])=[CH:46][CH:45]=3)=[O:40])=[CH:34][C:33]=2[F:52])[CH:28]=[CH:27][N:26]=1. (7) The reactants are [NH:1]1[CH2:11][CH2:10][CH:4]([C:5](OCC)=O)[CH2:3][CH2:2]1.C([N:14]([CH2:17][CH3:18])[CH2:15][CH3:16])C.C(OC(OC(C)(C)C)=O)(O[C:22](C)(C)[CH3:23])=O.[O:34]1[CH2:39][CH2:38]OCC1.O. No catalyst specified. The product is [C:4]1([CH:10]2[C:38]3([CH2:16][CH2:15][NH:14][CH2:17][CH2:18]3)[C:39](=[O:34])[NH:1][CH2:11]2)[CH:3]=[CH:2][CH:23]=[CH:22][CH:5]=1. The yield is 0.890. (8) The reactants are [C:1]([O:5][C:6]([N:8]1[CH2:12][CH2:11][CH2:10][CH:9]1[C:13]1[NH:17][C:16]2[CH:18]=[C:19](Br)[CH:20]=[CH:21][C:15]=2[N:14]=1)=[O:7])([CH3:4])([CH3:3])[CH3:2].[B:23]1([B:23]2[O:27][C:26]([CH3:29])([CH3:28])[C:25]([CH3:31])([CH3:30])[O:24]2)[O:27][C:26]([CH3:29])([CH3:28])[C:25]([CH3:31])([CH3:30])[O:24]1.C([O-])(=O)C.[K+]. The catalyst is O1CCOCC1.C(OCC)(=O)C.C1C=CC(P(C2C=CC=CC=2)[C-]2C=CC=C2)=CC=1.C1C=CC(P(C2C=CC=CC=2)[C-]2C=CC=C2)=CC=1.Cl[Pd]Cl.[Fe+2]. The product is [C:1]([O:5][C:6]([N:8]1[CH2:12][CH2:11][CH2:10][CH:9]1[C:13]1[NH:17][C:16]2[CH:18]=[C:19]([B:23]3[O:27][C:26]([CH3:29])([CH3:28])[C:25]([CH3:31])([CH3:30])[O:24]3)[CH:20]=[CH:21][C:15]=2[N:14]=1)=[O:7])([CH3:4])([CH3:3])[CH3:2]. The yield is 0.590. (9) The reactants are Br[C:2]1[CH:3]=[C:4]([C:8]2([C:19]3[CH:24]=[CH:23][N:22]=[C:21]([O:25][CH3:26])[CH:20]=3)[C:16]3[C:11](=[C:12]([F:17])[CH:13]=[CH:14][CH:15]=3)[C:10]([NH2:18])=[N:9]2)[CH:5]=[CH:6][CH:7]=1.C[Sn](C)(C)[C:29]1[CH:30]=[C:31]([CH:34]=[CH:35][N:36]=1)[C:32]#[N:33]. The catalyst is C1C=CC([P]([Pd]([P](C2C=CC=CC=2)(C2C=CC=CC=2)C2C=CC=CC=2)([P](C2C=CC=CC=2)(C2C=CC=CC=2)C2C=CC=CC=2)[P](C2C=CC=CC=2)(C2C=CC=CC=2)C2C=CC=CC=2)(C2C=CC=CC=2)C2C=CC=CC=2)=CC=1.CN(C=O)C. The product is [NH2:18][C:10]1[C:11]2[C:16](=[CH:15][CH:14]=[CH:13][C:12]=2[F:17])[C:8]([C:4]2[CH:3]=[C:2]([C:29]3[CH:30]=[C:31]([CH:34]=[CH:35][N:36]=3)[C:32]#[N:33])[CH:7]=[CH:6][CH:5]=2)([C:19]2[CH:24]=[CH:23][N:22]=[C:21]([O:25][CH3:26])[CH:20]=2)[N:9]=1. The yield is 0.0900. (10) The reactants are [CH3:1][Si:2]([CH3:35])([CH3:34])[CH2:3][CH2:4][O:5][CH2:6][N:7]1[C:11]2[N:12]=[CH:13][N:14]=[C:15]([C:16]3[CH:17]=[N:18][N:19]([CH:21]([CH2:28][C:29](OCC)=[O:30])[CH2:22][C:23](OCC)=[O:24])[CH:20]=3)[C:10]=2[CH:9]=[CH:8]1.[AlH4-].[Li+]. The catalyst is C1COCC1. The product is [CH3:35][Si:2]([CH3:1])([CH3:34])[CH2:3][CH2:4][O:5][CH2:6][N:7]1[C:11]2[N:12]=[CH:13][N:14]=[C:15]([C:16]3[CH:17]=[N:18][N:19]([CH:21]([CH2:22][CH2:23][OH:24])[CH2:28][CH2:29][OH:30])[CH:20]=3)[C:10]=2[CH:9]=[CH:8]1. The yield is 0.760.